This data is from Catalyst prediction with 721,799 reactions and 888 catalyst types from USPTO. The task is: Predict which catalyst facilitates the given reaction. (1) Reactant: C(=O)([O-])[O-].[K+].[K+].I[C:8]1[CH:9]=[C:10]2[C:15](=[CH:16][C:17]=1[CH3:18])[N:14]=[CH:13][CH:12]=[N:11]2.[CH3:19][S:20]([C:23]1[CH:28]=[CH:27][CH:26]=[CH:25][C:24]=1B(O)O)(=[O:22])=[O:21]. Product: [CH3:18][C:17]1[CH:16]=[C:15]2[C:10](=[CH:9][C:8]=1[C:24]1[CH:25]=[CH:26][CH:27]=[CH:28][C:23]=1[S:20]([CH3:19])(=[O:22])=[O:21])[N:11]=[CH:12][CH:13]=[N:14]2. The catalyst class is: 38. (2) Reactant: [CH3:1][O:2][C:3]1[C:11]2[O:10][C:9]([C:12]([F:15])([F:14])[F:13])=[CH:8][C:7]=2[C:6]([C:16](=O)[C:17]([CH3:23])([CH3:22])[C:18](OC)=[O:19])=[CH:5][CH:4]=1.O.[NH2:26][NH2:27]. Product: [CH3:1][O:2][C:3]1[C:11]2[O:10][C:9]([C:12]([F:15])([F:14])[F:13])=[CH:8][C:7]=2[C:6]([C:16]2[C:17]([CH3:23])([CH3:22])[C:18](=[O:19])[NH:27][N:26]=2)=[CH:5][CH:4]=1. The catalyst class is: 8. (3) Reactant: [Cl-].[CH3:2][O:3][CH2:4][P+](C1C=CC=CC=1)(C1C=CC=CC=1)C1C=CC=CC=1.CC(C)([O-])C.[K+].[CH2:30]([O:37][C:38](=[O:48])[N:39]([CH3:47])[CH:40]1[CH2:45][CH2:44][C:43](=O)[CH2:42][CH2:41]1)[C:31]1[CH:36]=[CH:35][CH:34]=[CH:33][CH:32]=1.C([O-])(O)=O.[Na+]. Product: [CH2:30]([O:37][C:38](=[O:48])[N:39]([CH:40]1[CH2:45][CH2:44][C:43](=[CH:2][O:3][CH3:4])[CH2:42][CH2:41]1)[CH3:47])[C:31]1[CH:36]=[CH:35][CH:34]=[CH:33][CH:32]=1. The catalyst class is: 1. (4) Reactant: [NH2:1][C@H:2]1[CH2:7][CH2:6][C@H:5]([NH:8][C:9]2[CH:14]=[C:13]([C:15]3[CH:20]=[CH:19][CH:18]=[C:17]([NH:21][CH2:22][C:23]4[CH:28]=[CH:27][CH:26]=[C:25]([F:29])[CH:24]=4)[N:16]=3)[C:12]([Cl:30])=[CH:11][N:10]=2)[CH2:4][CH2:3]1.C([O-])([O-])=O.[K+].[K+].CN(C=O)C.Br[CH2:43][CH2:44][O:45][Si:46]([C:49]([CH3:52])([CH3:51])[CH3:50])([CH3:48])[CH3:47]. Product: [Si:46]([O:45][CH2:44][CH2:43][NH:1][C@H:2]1[CH2:7][CH2:6][C@H:5]([NH:8][C:9]2[CH:14]=[C:13]([C:15]3[CH:20]=[CH:19][CH:18]=[C:17]([NH:21][CH2:22][C:23]4[CH:28]=[CH:27][CH:26]=[C:25]([F:29])[CH:24]=4)[N:16]=3)[C:12]([Cl:30])=[CH:11][N:10]=2)[CH2:4][CH2:3]1)([C:49]([CH3:52])([CH3:51])[CH3:50])([CH3:48])[CH3:47]. The catalyst class is: 2. (5) Reactant: [F:1][CH2:2][CH2:3][O:4][C:5]1[CH:12]=[C:11]([CH3:13])[C:8]([CH:9]=O)=[C:7]([CH3:14])[CH:6]=1.[N+:15]([C:17]1[CH:26]=[CH:25][C:20]2[O:21][CH2:22][CH2:23][O:24][C:19]=2[CH:18]=1)#[C-:16].[F:27][C:28]1[N:33]=[C:32]([NH2:34])[CH:31]=[CH:30][CH:29]=1.[Br-].C([N+]1C=CN(C)C=1)CCC. Product: [O:21]1[CH2:22][CH2:23][O:24][C:19]2[CH:18]=[C:17]([NH:15][C:16]3[N:33]4[C:28]([F:27])=[CH:29][CH:30]=[CH:31][C:32]4=[N:34][C:9]=3[C:8]3[C:11]([CH3:13])=[CH:12][C:5]([O:4][CH2:3][CH2:2][F:1])=[CH:6][C:7]=3[CH3:14])[CH:26]=[CH:25][C:20]1=2. The catalyst class is: 243. (6) Reactant: Br[CH2:2][C:3]1[CH:12]=[CH:11][C:10]2[C:5](=[CH:6][CH:7]=[CH:8][CH:9]=2)[CH:4]=1.CI.[CH3:15][N:16]([CH:18]=[O:19])C. Product: [CH:4]1[C:5]2[C:10](=[CH:9][CH:8]=[CH:7][CH:6]=2)[CH:11]=[CH:12][C:3]=1[CH2:2][N:16]1[CH2:15][CH2:5][CH2:4][CH2:3][CH2:2][C:18]1=[O:19]. The catalyst class is: 1. (7) Reactant: [NH:1]1[C:9]2[C:4](=[CH:5][C:6]([C:10]3[S:14][C:13]([O:15][C@@H:16]4[CH:23]5[CH2:24][N:19]6[CH2:20][CH:21]([CH2:25][CH:17]4[CH2:18]6)[CH2:22]5)=[N:12][CH:11]=3)=[CH:7][CH:8]=2)[CH:3]=[CH:2]1.ClC1C=CC=C(C(OO)=[O:34])C=1. Product: [NH:1]1[C:9]2[C:4](=[CH:5][C:6]([C:10]3[S:14][C:13]([O:15][C@@H:16]4[CH:17]5[CH2:18][N+:19]6([O-:34])[CH2:20][CH:21]([CH2:22][CH:23]4[CH2:24]6)[CH2:25]5)=[N:12][CH:11]=3)=[CH:7][CH:8]=2)[CH:3]=[CH:2]1. The catalyst class is: 5.